Predict the reaction yield, written as a fraction of the theoretical maximum amount of product (1.0 means a 100% yield; for example, 0.34 means a 34% yield). From a dataset of Reaction yield outcomes from USPTO patents with 853,638 reactions. (1) The reactants are [F:1][C:2]1[CH:7]=[CH:6][C:5]([C:8]2[O:9][C:10]3[CH:20]=[CH:19][C:18]([O:21][CH2:22][C:23]([O:25]C)=[O:24])=[CH:17][C:11]=3[C:12]=2[C:13](=[O:16])[NH:14][CH3:15])=[CH:4][CH:3]=1.C[Si](C)(C)[O-].[K+].O1CCCC1.ClCCl.Cl. The catalyst is ClCCl.CO.O. The product is [F:1][C:2]1[CH:3]=[CH:4][C:5]([C:8]2[O:9][C:10]3[CH:20]=[CH:19][C:18]([O:21][CH2:22][C:23]([OH:25])=[O:24])=[CH:17][C:11]=3[C:12]=2[C:13](=[O:16])[NH:14][CH3:15])=[CH:6][CH:7]=1. The yield is 0.910. (2) The reactants are C[Al](C)C.[CH3:5][CH:6]([C@@H:8]1[NH:13][CH2:12][CH2:11][N:10]([C:14]2[N:19]=[CH:18][C:17]([C:20]([O:22]C)=O)=[CH:16][N:15]=2)[CH2:9]1)[CH3:7].[CH3:24][O:25][C:26]1[CH:27]=[C:28]([CH2:34][CH2:35][C:36]2[CH:37]=[C:38]([NH2:41])[NH:39][N:40]=2)[CH:29]=[C:30]([O:32][CH3:33])[CH:31]=1. The catalyst is C1(C)C=CC=CC=1. The product is [CH3:33][O:32][C:30]1[CH:29]=[C:28]([CH2:34][CH2:35][C:36]2[CH:37]=[C:38]([NH:41][C:20]([C:17]3[CH:18]=[N:19][C:14]([N:10]4[CH2:11][CH2:12][NH:13][C@@H:8]([CH:6]([CH3:5])[CH3:7])[CH2:9]4)=[N:15][CH:16]=3)=[O:22])[NH:39][N:40]=2)[CH:27]=[C:26]([O:25][CH3:24])[CH:31]=1. The yield is 0.620.